This data is from Forward reaction prediction with 1.9M reactions from USPTO patents (1976-2016). The task is: Predict the product of the given reaction. (1) Given the reactants [Si:1]([O:8][CH2:9][C:10]1[CH:15]=[C:14]([O:16][CH2:17][CH3:18])[C:13](B(O)O)=[C:12]([O:22][CH2:23][CH3:24])[CH:11]=1)([C:4]([CH3:7])([CH3:6])[CH3:5])([CH3:3])[CH3:2].Br[C:26]1[CH:31]=[CH:30][C:29]([F:32])=[CH:28][N:27]=1, predict the reaction product. The product is: [Si:1]([O:8][CH2:9][C:10]1[CH:15]=[C:14]([O:16][CH2:17][CH3:18])[C:13]([C:26]2[CH:31]=[CH:30][C:29]([F:32])=[CH:28][N:27]=2)=[C:12]([O:22][CH2:23][CH3:24])[CH:11]=1)([C:4]([CH3:7])([CH3:6])[CH3:5])([CH3:3])[CH3:2]. (2) Given the reactants [CH3:1][C:2]([CH3:5])([O-:4])[CH3:3].[K+].[F:7][C:8]1[CH:9]=[C:10]([CH:15]([N:17]([C:25]([O:27][C:28]([CH3:31])([CH3:30])[CH3:29])=[O:26])C(OC(C)(C)C)=O)[CH3:16])[CH:11]=[C:12]([F:14])[CH:13]=1.C1C[O:35][CH2:34]C1, predict the reaction product. The product is: [C:28]([O:27][C:25]([NH:17][C:15]([C:10]1[CH:11]=[C:12]([F:14])[CH:13]=[C:8]([F:7])[CH:9]=1)([CH3:16])[C:34]([O:4][C:2]([CH3:5])([CH3:3])[CH3:1])=[O:35])=[O:26])([CH3:29])([CH3:30])[CH3:31]. (3) The product is: [Cl:1][C:2]1[CH:8]=[C:7]([O:9][C:10]2[C:11]3[N:18]([CH3:19])[CH:17]=[CH:16][C:12]=3[N:13]=[CH:14][N:15]=2)[CH:6]=[CH:5][C:3]=1[NH:4][C:36]([NH:35][C:31]1[CH:32]=[CH:33][CH:34]=[C:29]([C:28]([F:27])([F:38])[F:39])[CH:30]=1)=[O:37]. Given the reactants [Cl:1][C:2]1[CH:8]=[C:7]([O:9][C:10]2[C:11]3[N:18]([CH3:19])[CH:17]=[CH:16][C:12]=3[N:13]=[CH:14][N:15]=2)[CH:6]=[CH:5][C:3]=1[NH2:4].C(N(CC)CC)C.[F:27][C:28]([F:39])([F:38])[C:29]1[CH:30]=[C:31]([N:35]=[C:36]=[O:37])[CH:32]=[CH:33][CH:34]=1, predict the reaction product. (4) Given the reactants [CH:1]1[C:2]2[C:17](=[O:18])[C:16]([C:19]([OH:21])=[O:20])=[CH:15][N:14]([CH:22]3[CH2:24][CH2:23]3)[C:3]=2[CH:4]=[C:5]([N:8]2[CH2:13][CH2:12][NH:11][CH2:10][CH2:9]2)[C:6]=1[F:7].Br[CH2:26][CH2:27][CH2:28][O:29][C:30]1[CH:31]=[CH:32][C:33]2[CH2:37][O:36][B:35]([OH:38])[C:34]=2[CH:39]=1.C(N(CC)CC)C.C(O)(C(F)(F)F)=O, predict the reaction product. The product is: [CH:22]1([N:14]2[C:3]3[C:2](=[CH:1][C:6]([F:7])=[C:5]([N:8]4[CH2:9][CH2:10][N:11]([CH2:26][CH2:27][CH2:28][O:29][C:30]5[CH:31]=[CH:32][C:33]6[CH2:37][O:36][B:35]([OH:38])[C:34]=6[CH:39]=5)[CH2:12][CH2:13]4)[CH:4]=3)[C:17](=[O:18])[C:16]([C:19]([OH:21])=[O:20])=[CH:15]2)[CH2:23][CH2:24]1. (5) Given the reactants C[C:2]1[N:3]=CNC=1.S(OCCC1C=CC=CC=1NC([O:23][C:24]([CH3:27])([CH3:26])[CH3:25])=O)(C)(=O)=[O:8].ClCCl.[C:31]1([CH3:37])[CH:36]=[CH:35][CH:34]=[CH:33][CH:32]=1, predict the reaction product. The product is: [NH4+:3].[OH-:8].[C:24]([O:23][N:3]1[C:36]2[C:31](=[CH:32][CH:33]=[CH:34][CH:35]=2)[CH2:37][CH2:2]1)([CH3:25])([CH3:26])[CH3:27]. (6) Given the reactants Cl.[C@H:2]12[CH2:8][C@H:5]([NH:6][CH2:7]1)[CH2:4][N:3]2[C:9]([C:11]1[NH:12][C:13]2[C:18]([CH:19]=1)=[CH:17][CH:16]=[CH:15][CH:14]=2)=[O:10].C=O.[BH-](OC(C)=O)(OC(C)=O)O[C:24](C)=O.[Na+], predict the reaction product. The product is: [NH:12]1[C:13]2[C:18](=[CH:17][CH:16]=[CH:15][CH:14]=2)[CH:19]=[C:11]1[C:9]([N:3]1[CH2:4][C@@H:5]2[CH2:8][C@H:2]1[CH2:7][N:6]2[CH3:24])=[O:10]. (7) Given the reactants [NH:1]1[CH:5]=[C:4]([C:6]2[CH:24]=[CH:23][CH:22]=[CH:21][C:7]=2[O:8][CH2:9][C:10]2[CH:20]=[CH:19][C:13]([C:14]([O:16]CC)=[O:15])=[CH:12][CH:11]=2)[N:3]=[CH:2]1.O[Li:26].O, predict the reaction product. The product is: [NH:1]1[CH:5]=[C:4]([C:6]2[CH:24]=[CH:23][CH:22]=[CH:21][C:7]=2[O:8][CH2:9][C:10]2[CH:20]=[CH:19][C:13]([C:14]([O-:16])=[O:15])=[CH:12][CH:11]=2)[N:3]=[CH:2]1.[Li+:26].